From a dataset of Peptide-MHC class II binding affinity with 134,281 pairs from IEDB. Regression. Given a peptide amino acid sequence and an MHC pseudo amino acid sequence, predict their binding affinity value. This is MHC class II binding data. (1) The peptide sequence is ATEVVRRLTATAHRG. The MHC is DRB4_0101 with pseudo-sequence DRB4_0103. The binding affinity (normalized) is 0.603. (2) The peptide sequence is TAAFGVLLSNFGAPS. The MHC is DRB1_1101 with pseudo-sequence DRB1_1101. The binding affinity (normalized) is 0.790.